This data is from Forward reaction prediction with 1.9M reactions from USPTO patents (1976-2016). The task is: Predict the product of the given reaction. (1) Given the reactants [F:1][C:2]1[C:7]([F:8])=[CH:6][CH:5]=[CH:4][C:3]=1[NH:9][C:10]1[S:14]C=NC=1C(O)=O.CC1N=C(N)C=CC=1.FC1C(F)=CC=CC=1N, predict the reaction product. The product is: [F:8][C:7]1[CH:6]=[CH:5][CH:4]=[C:3]([N:9]=[C:10]=[S:14])[C:2]=1[F:1]. (2) Given the reactants [CH:1]1([Mg]Br)[CH2:3][CH2:2]1.Cl[C:7]1[CH:12]=[C:11]([C:13]2[C:21]3[C:16](=[CH:17][CH:18]=[C:19]([N+:22]([O-:24])=[O:23])[CH:20]=3)[N:15]([C:25]([C:38]3[CH:43]=[CH:42][CH:41]=[CH:40][CH:39]=3)([C:32]3[CH:37]=[CH:36][CH:35]=[CH:34][CH:33]=3)[C:26]3[CH:31]=[CH:30][CH:29]=[CH:28][CH:27]=3)[N:14]=2)[CH:10]=[CH:9][N:8]=1, predict the reaction product. The product is: [CH:1]1([C:9]2[CH:10]=[C:11]([C:13]3[C:21]4[C:16](=[CH:17][CH:18]=[C:19]([N+:22]([O-:24])=[O:23])[CH:20]=4)[N:15]([C:25]([C:26]4[CH:27]=[CH:28][CH:29]=[CH:30][CH:31]=4)([C:38]4[CH:39]=[CH:40][CH:41]=[CH:42][CH:43]=4)[C:32]4[CH:37]=[CH:36][CH:35]=[CH:34][CH:33]=4)[N:14]=3)[CH:12]=[CH:7][N:8]=2)[CH2:3][CH2:2]1.